From a dataset of Catalyst prediction with 721,799 reactions and 888 catalyst types from USPTO. Predict which catalyst facilitates the given reaction. The catalyst class is: 1. Reactant: [P+3]=[S:2].[C:3]([C:7]1[CH:8]=[C:9]([CH:27]=[C:28]([C:30]([CH3:33])([CH3:32])[CH3:31])[CH:29]=1)[C:10]([NH:12][NH:13][C:14](=O)[CH2:15][CH2:16][C:17]1[CH:22]=[CH:21][C:20]([N+:23]([O-:25])=[O:24])=[CH:19][CH:18]=1)=O)([CH3:6])([CH3:5])[CH3:4].C(OCC)(=O)C.C(=O)([O-])O. Product: [C:3]([C:7]1[CH:8]=[C:9]([C:10]2[S:2][C:14]([CH2:15][CH2:16][C:17]3[CH:22]=[CH:21][C:20]([N+:23]([O-:25])=[O:24])=[CH:19][CH:18]=3)=[N:13][N:12]=2)[CH:27]=[C:28]([C:30]([CH3:33])([CH3:32])[CH3:31])[CH:29]=1)([CH3:6])([CH3:5])[CH3:4].